Dataset: Forward reaction prediction with 1.9M reactions from USPTO patents (1976-2016). Task: Predict the product of the given reaction. Given the reactants [CH3:1][C:2]1[CH:7]=[CH:6][C:5]([S:8]([NH:11][C:12]2[CH:17]=[CH:16][CH:15]=[C:14](B3OC(C)(C)C(C)(C)O3)[CH:13]=2)(=[O:10])=[O:9])=[CH:4][CH:3]=1.Br[C:28]1[N:33]=[C:32]2[S:34][C:35]([NH:37][C:38](=[O:40])[CH3:39])=[N:36][C:31]2=[CH:30][CH:29]=1, predict the reaction product. The product is: [CH3:1][C:2]1[CH:3]=[CH:4][C:5]([S:8]([NH:11][C:12]2[CH:13]=[C:14]([C:28]3[N:33]=[C:32]4[S:34][C:35]([NH:37][C:38](=[O:40])[CH3:39])=[N:36][C:31]4=[CH:30][CH:29]=3)[CH:15]=[CH:16][CH:17]=2)(=[O:9])=[O:10])=[CH:6][CH:7]=1.